From a dataset of Forward reaction prediction with 1.9M reactions from USPTO patents (1976-2016). Predict the product of the given reaction. (1) Given the reactants [CH2:1]([C:4]1[C:12]([OH:13])=[CH:11][CH:10]=[C:9]2[C:5]=1[CH:6]=[CH:7][NH:8]2)[CH:2]=[CH2:3].C([O-])=O.[NH4+], predict the reaction product. The product is: [CH2:1]([C:4]1[C:12]([OH:13])=[CH:11][CH:10]=[C:9]2[C:5]=1[CH:6]=[CH:7][NH:8]2)[CH2:2][CH3:3]. (2) Given the reactants S[C:2]1[N:3]([CH3:21])[C:4](=[O:20])[CH:5]=[C:6]([C:8]2[CH:13]=[CH:12][N:11]=[C:10]([C:14]3[CH:19]=[CH:18][CH:17]=[CH:16][CH:15]=3)[N:9]=2)[N:7]=1.P(Cl)(Cl)([Cl:24])=O.O.C(=O)(O)[O-].[Na+], predict the reaction product. The product is: [Cl:24][C:2]1[N:3]([CH3:21])[C:4](=[O:20])[CH:5]=[C:6]([C:8]2[CH:13]=[CH:12][N:11]=[C:10]([C:14]3[CH:19]=[CH:18][CH:17]=[CH:16][CH:15]=3)[N:9]=2)[N:7]=1. (3) Given the reactants Br[C:2]1[CH:3]=[N:4][CH:5]=[C:6]([CH2:8][N:9]2[CH:13]=[CH:12][N:11]=[C:10]2[CH3:14])[CH:7]=1.[Cl:15][C:16]1[CH:17]=[C:18](B(O)O)[CH:19]=[CH:20][C:21]=1[F:22], predict the reaction product. The product is: [ClH:15].[Cl:15][C:16]1[CH:17]=[C:18]([C:2]2[CH:3]=[N:4][CH:5]=[C:6]([CH2:8][N:9]3[CH:13]=[CH:12][N:11]=[C:10]3[CH3:14])[CH:7]=2)[CH:19]=[CH:20][C:21]=1[F:22]. (4) Given the reactants [Cl:1][C:2]1[CH:7]=[C:6]([Cl:8])[CH:5]=[CH:4][C:3]=1[CH:9]([CH3:22])[C:10]([C:12]1[C:20]2[C:15](=[CH:16][CH:17]=[C:18]([F:21])[CH:19]=2)[NH:14][CH:13]=1)=[O:11].[H-].[Na+].[C:25](O[C:25]([O:27][C:28]([CH3:31])([CH3:30])[CH3:29])=[O:26])([O:27][C:28]([CH3:31])([CH3:30])[CH3:29])=[O:26], predict the reaction product. The product is: [C:28]([O:27][C:25]([N:14]1[C:15]2[C:20](=[CH:19][C:18]([F:21])=[CH:17][CH:16]=2)[C:12]([C:10](=[O:11])[CH:9]([C:3]2[CH:4]=[CH:5][C:6]([Cl:8])=[CH:7][C:2]=2[Cl:1])[CH3:22])=[CH:13]1)=[O:26])([CH3:31])([CH3:30])[CH3:29]. (5) Given the reactants Br[C:2]1[C:3]([C:16]2[CH:21]=[CH:20][CH:19]=[CH:18][CH:17]=2)=[N:4][C:5]2[C:10]([N:11]=1)=[CH:9][C:8]([C:12]([O:14][CH3:15])=[O:13])=[CH:7][CH:6]=2.[CH:22]1([NH2:27])[CH2:26][CH2:25][CH2:24][CH2:23]1, predict the reaction product. The product is: [CH:22]1([NH:27][C:2]2[C:3]([C:16]3[CH:21]=[CH:20][CH:19]=[CH:18][CH:17]=3)=[N:4][C:5]3[C:10]([N:11]=2)=[CH:9][C:8]([C:12]([O:14][CH3:15])=[O:13])=[CH:7][CH:6]=3)[CH2:26][CH2:25][CH2:24][CH2:23]1. (6) The product is: [OH:30][C:23]1[CH:24]=[CH:25][CH:26]=[C:27]2[C:22]=1[N:21]=[C:20]([O:19][CH2:18][CH2:17][CH2:16][CH2:15][N:12]1[CH2:11][CH2:10][C:34]3[C:14](=[CH:38][CH:39]=[C:40]([C:31]#[N:32])[CH:35]=3)[CH2:13]1)[CH:29]=[CH:28]2. Given the reactants ClC1C(Cl)=CC=CC=1N1[CH2:14][CH2:13][N:12]([CH2:15][CH2:16][CH2:17][CH2:18][O:19][C:20]2[CH:29]=[CH:28][C:27]3[C:22](=[C:23]([OH:30])[CH:24]=[CH:25][CH:26]=3)[N:21]=2)[CH2:11][CH2:10]1.[CH2:31]1[C:40]2[C:35](=CC(C#N)=[CH:38][CH:39]=2)[CH2:34]C[NH:32]1, predict the reaction product.